Dataset: NCI-60 drug combinations with 297,098 pairs across 59 cell lines. Task: Regression. Given two drug SMILES strings and cell line genomic features, predict the synergy score measuring deviation from expected non-interaction effect. (1) Synergy scores: CSS=2.72, Synergy_ZIP=-2.07, Synergy_Bliss=-1.72, Synergy_Loewe=-2.71, Synergy_HSA=-2.71. Drug 1: CN(C)N=NC1=C(NC=N1)C(=O)N. Cell line: PC-3. Drug 2: C(CCl)NC(=O)N(CCCl)N=O. (2) Drug 1: CC1CCC2CC(C(=CC=CC=CC(CC(C(=O)C(C(C(=CC(C(=O)CC(OC(=O)C3CCCCN3C(=O)C(=O)C1(O2)O)C(C)CC4CCC(C(C4)OC)O)C)C)O)OC)C)C)C)OC. Drug 2: C1C(C(OC1N2C=NC(=NC2=O)N)CO)O. Cell line: UACC-257. Synergy scores: CSS=-0.352, Synergy_ZIP=0.766, Synergy_Bliss=-0.748, Synergy_Loewe=-3.97, Synergy_HSA=-3.86. (3) Drug 2: COC1=CC(=CC(=C1O)OC)C2C3C(COC3=O)C(C4=CC5=C(C=C24)OCO5)OC6C(C(C7C(O6)COC(O7)C8=CC=CS8)O)O. Synergy scores: CSS=33.3, Synergy_ZIP=-8.43, Synergy_Bliss=-13.3, Synergy_Loewe=-40.9, Synergy_HSA=-8.81. Drug 1: C1CC(=O)NC(=O)C1N2CC3=C(C2=O)C=CC=C3N. Cell line: CCRF-CEM. (4) Drug 1: C1=CC(=CC=C1CCCC(=O)O)N(CCCl)CCCl. Drug 2: CC(C)CN1C=NC2=C1C3=CC=CC=C3N=C2N. Cell line: SN12C. Synergy scores: CSS=18.9, Synergy_ZIP=-4.79, Synergy_Bliss=-2.39, Synergy_Loewe=-2.57, Synergy_HSA=-2.56. (5) Drug 1: CNC(=O)C1=CC=CC=C1SC2=CC3=C(C=C2)C(=NN3)C=CC4=CC=CC=N4. Drug 2: C1CC(=O)NC(=O)C1N2CC3=C(C2=O)C=CC=C3N. Cell line: 786-0. Synergy scores: CSS=2.67, Synergy_ZIP=-1.71, Synergy_Bliss=-1.24, Synergy_Loewe=-1.56, Synergy_HSA=-1.54. (6) Drug 1: COC1=C2C(=CC3=C1OC=C3)C=CC(=O)O2. Drug 2: CC1C(C(CC(O1)OC2CC(CC3=C2C(=C4C(=C3O)C(=O)C5=C(C4=O)C(=CC=C5)OC)O)(C(=O)CO)O)N)O.Cl. Cell line: NCI-H226. Synergy scores: CSS=42.0, Synergy_ZIP=1.25, Synergy_Bliss=-1.38, Synergy_Loewe=-22.8, Synergy_HSA=0.656. (7) Drug 1: C1=NC2=C(N1)C(=S)N=C(N2)N. Drug 2: C1CN(CCN1C(=O)CCBr)C(=O)CCBr. Cell line: RPMI-8226. Synergy scores: CSS=39.0, Synergy_ZIP=1.41, Synergy_Bliss=1.97, Synergy_Loewe=-16.2, Synergy_HSA=-3.43.